From a dataset of CYP2C9 inhibition data for predicting drug metabolism from PubChem BioAssay. Regression/Classification. Given a drug SMILES string, predict its absorption, distribution, metabolism, or excretion properties. Task type varies by dataset: regression for continuous measurements (e.g., permeability, clearance, half-life) or binary classification for categorical outcomes (e.g., BBB penetration, CYP inhibition). Dataset: cyp2c9_veith. (1) The compound is COCCNc1ncnc2ccc(-c3ccccc3C(F)(F)F)cc12. The result is 0 (non-inhibitor). (2) The compound is CN(C)c1ccc(-c2ccc3ncnc(NCc4ccccc4)c3c2)cc1. The result is 0 (non-inhibitor).